From a dataset of Catalyst prediction with 721,799 reactions and 888 catalyst types from USPTO. Predict which catalyst facilitates the given reaction. (1) Reactant: [Mg].Br[C:3]1[CH:8]=[C:7]([F:9])[CH:6]=[CH:5][C:4]=1[O:10][CH:11]1[CH2:16][CH2:15][CH2:14][CH2:13][O:12]1.[B:17](OC)([O:20]C)[O:18]C.C(=O)([O-])[O-].[K+].[K+]. Product: [F:9][C:7]1[CH:6]=[CH:5][C:4]([O:10][CH:11]2[CH2:16][CH2:15][CH2:14][CH2:13][O:12]2)=[C:3]([B:17]([OH:20])[OH:18])[CH:8]=1. The catalyst class is: 20. (2) Reactant: [CH3:1][S:2](Cl)(=[O:4])=[O:3].[CH2:6]([O:8][C:9]([C:11]1[O:15][C:14]([CH2:16][O:17][C:18]2[CH:23]=[CH:22][CH:21]=[CH:20][CH:19]=2)=[N:13][C:12]=1[CH2:24][CH2:25][OH:26])=[O:10])[CH3:7]. Product: [CH2:6]([O:8][C:9]([C:11]1[O:15][C:14]([CH2:16][O:17][C:18]2[CH:19]=[CH:20][CH:21]=[CH:22][CH:23]=2)=[N:13][C:12]=1[CH2:24][CH2:25][O:26][S:2]([CH3:1])(=[O:4])=[O:3])=[O:10])[CH3:7]. The catalyst class is: 2.